From a dataset of Full USPTO retrosynthesis dataset with 1.9M reactions from patents (1976-2016). Predict the reactants needed to synthesize the given product. (1) Given the product [Br:1][C:2]1[N:3]=[CH:4][C:5]([N:12]2[CH2:11][CH2:10][N:9]([C:15]([O:17][C:18]([CH3:21])([CH3:20])[CH3:19])=[O:16])[CH2:14][CH2:13]2)=[CH:6][CH:7]=1, predict the reactants needed to synthesize it. The reactants are: [Br:1][C:2]1[CH:7]=[CH:6][C:5](I)=[CH:4][N:3]=1.[N:9]1([C:15]([O:17][C:18]([CH3:21])([CH3:20])[CH3:19])=[O:16])[CH2:14][CH2:13][NH:12][CH2:11][CH2:10]1.C1(P(C2C=CC=CC=2)C2C3OC4C(=CC=CC=4P(C4C=CC=CC=4)C4C=CC=CC=4)C(C)(C)C=3C=CC=2)C=CC=CC=1.CC([O-])(C)C.[Na+]. (2) Given the product [C:12]([O:16][C:17]([N:19]1[CH:24]2[CH2:25][CH2:26][CH:20]1[CH2:21][C:22]([OH:27])([C:8]1[N:7]([CH3:6])[CH:11]=[CH:10][N:9]=1)[CH2:23]2)=[O:18])([CH3:15])([CH3:13])[CH3:14], predict the reactants needed to synthesize it. The reactants are: C([Li])CCC.[CH3:6][N:7]1[CH:11]=[CH:10][N:9]=[CH:8]1.[C:12]([O:16][C:17]([N:19]1[CH:24]2[CH2:25][CH2:26][CH:20]1[CH2:21][C:22](=[O:27])[CH2:23]2)=[O:18])([CH3:15])([CH3:14])[CH3:13].[Cl-].[NH4+]. (3) Given the product [N:9]1[CH:10]=[CH:11][CH:12]=[CH:13][C:14]=1[C:3]1[O:8][N:46]=[C:5]([C@@H:6]2[N:2]3[CH2:26][CH2:27][N:28]([C:30]4[N:35]=[C:34]([C:43]#[N:40])[CH:33]=[N:32][CH:31]=4)[CH2:29][C@@H:24]3[CH2:23][CH2:22][CH2:21]2)[CH:4]=1, predict the reactants needed to synthesize it. The reactants are: Cl[N:2]1[C:6](=O)[CH2:5][CH2:4][C:3]1=[O:8].[N:9]1[CH:14]=[CH:13][CH:12]=[CH:11][C:10]=1C=NO.C([C@@H]1N2[CH2:26][CH2:27][N:28]([C:30]3[C:31](C#N)=[N:32][CH:33]=[CH:34][N:35]=3)[CH2:29][C@@H:24]2[CH2:23][CH2:22][CH2:21]1)#C.CC[N:40]([CH2:43]C)CC.C[N:46](C=O)C. (4) Given the product [OH:47][NH:46][C:9](=[O:10])[C@H:8]([N:7]([CH2:6][C:5]1[CH:29]=[CH:30][C:31]2[O:32][CH2:1][O:2][C:3]=2[CH:4]=1)[S:15]([C:18]1[C:23]([CH3:24])=[CH:22][C:21]([O:25][CH3:26])=[C:20]([CH3:27])[C:19]=1[CH3:28])(=[O:17])=[O:16])[CH:12]([CH3:14])[CH3:13], predict the reactants needed to synthesize it. The reactants are: [CH2:1]1[O:32][C:31]2[CH:30]=[CH:29][C:5]([CH2:6][N:7]([S:15]([C:18]3[C:23]([CH3:24])=[CH:22][C:21]([O:25][CH3:26])=[C:20]([CH3:27])[C:19]=3[CH3:28])(=[O:17])=[O:16])[C@H:8]([CH:12]([CH3:14])[CH3:13])[C:9](O)=[O:10])=[CH:4][C:3]=2[O:2]1.C(Cl)(=O)C(Cl)=O.CN(C)C=O.C[Si](C)(C)[NH:46][O:47][Si](C)(C)C. (5) Given the product [Cl:1][C:2]1[C:7]([F:8])=[CH:6][C:5]([CH2:9][C:10]([OH:12])=[O:11])=[C:4]([F:20])[CH:3]=1, predict the reactants needed to synthesize it. The reactants are: [Cl:1][C:2]1[C:7]([F:8])=[CH:6][C:5]([CH:9](C(OCC)=O)[C:10]([O:12]CC)=[O:11])=[C:4]([F:20])[CH:3]=1.[OH-].[Na+].Cl. (6) The reactants are: [Br:1]Br.[Cl:3][C:4]1[CH:9]=[CH:8][C:7]([C:10](=[O:12])[CH3:11])=[CH:6][CH:5]=1. Given the product [Br:1][CH2:11][C:10]([C:7]1[CH:8]=[CH:9][C:4]([Cl:3])=[CH:5][CH:6]=1)=[O:12], predict the reactants needed to synthesize it. (7) Given the product [CH3:41][C:40]1[CH:39]=[C:38]([CH3:42])[NH:37][C:36](=[O:43])[C:35]=1[CH2:34][NH:33][C:13](=[O:14])[C:12]1[CH:16]=[C:17]([C:19]#[C:20][CH2:21][N:22]2[CH2:27][CH2:26][O:25][CH2:24][CH2:23]2)[CH:18]=[C:10]([N:9]([C@H:6]2[CH2:7][CH2:8][C@H:3]([N:2]([CH3:31])[CH3:1])[CH2:4][CH2:5]2)[CH2:29][CH3:30])[C:11]=1[CH3:28], predict the reactants needed to synthesize it. The reactants are: [CH3:1][N:2]([CH3:31])[C@H:3]1[CH2:8][CH2:7][C@H:6]([N:9]([CH2:29][CH3:30])[C:10]2[C:11]([CH3:28])=[C:12]([CH:16]=[C:17]([C:19]#[C:20][CH2:21][N:22]3[CH2:27][CH2:26][O:25][CH2:24][CH2:23]3)[CH:18]=2)[C:13](O)=[O:14])[CH2:5][CH2:4]1.Cl.[NH2:33][CH2:34][C:35]1[C:36](=[O:43])[NH:37][C:38]([CH3:42])=[CH:39][C:40]=1[CH3:41].C1CN([P+](ON2N=NC3C=CC=CC2=3)(N2CCCC2)N2CCCC2)CC1.F[P-](F)(F)(F)(F)F.CCN(C(C)C)C(C)C.